This data is from Full USPTO retrosynthesis dataset with 1.9M reactions from patents (1976-2016). The task is: Predict the reactants needed to synthesize the given product. Given the product [ClH:1].[F:69][C:70]1[CH:71]=[C:72]([C:11]2[C:12](=[O:32])[C:13]3[C:18]([C:10]=2[C:5]2[CH:6]=[C:7]([F:9])[CH:8]=[C:3]([F:2])[CH:4]=2)=[CH:17][CH:16]=[C:15]([O:19][CH2:20][CH2:21][N:22]2[CH2:23][CH2:24][N:25]([S:28]([CH3:31])(=[O:30])=[O:29])[CH2:26][CH2:27]2)[CH:14]=3)[CH:73]=[CH:74][C:75]=1[O:76][CH3:77], predict the reactants needed to synthesize it. The reactants are: [ClH:1].[F:2][C:3]1[CH:4]=[C:5]([C:10]2[C:18]3[C:13](=[CH:14][C:15]([O:19][CH2:20][CH2:21][N:22]4[CH2:27][CH2:26][N:25]([S:28]([CH3:31])(=[O:30])=[O:29])[CH2:24][CH2:23]4)=[CH:16][CH:17]=3)[C:12](=[O:32])[C:11]=2C2C=NC3C(C=2)=CC=CC=3)[CH:6]=[C:7]([F:9])[CH:8]=1.O1CCN(CCOC2C=C3C(C(C4C=CC=CC=4)=C(Br)C3=O)=CC=2)CC1.[F:69][C:70]1[CH:71]=[C:72](B(O)O)[CH:73]=[CH:74][C:75]=1[O:76][CH3:77].